This data is from Full USPTO retrosynthesis dataset with 1.9M reactions from patents (1976-2016). The task is: Predict the reactants needed to synthesize the given product. (1) Given the product [Cl:15][C:16]1[CH:17]=[C:18]([NH:19][N:9]=[C:10]2[C:11]([NH2:12])=[N:30][N:29]=[C:13]2[NH2:14])[CH:20]=[CH:21][CH:22]=1, predict the reactants needed to synthesize it. The reactants are: ClC1C=C(N[N:9]=[C:10]([C:13]#[N:14])[C:11]#[N:12])C=CC=1.[Cl:15][C:16]1[CH:17]=[C:18]([CH:20]=[CH:21][CH:22]=1)[NH2:19].C(#N)CC#N.O.[NH2:29][NH2:30]. (2) Given the product [O:11]1[C:12]2[CH:18]=[CH:17][CH:16]=[CH:15][C:13]=2[CH2:14][NH:8][CH2:9][CH2:10]1, predict the reactants needed to synthesize it. The reactants are: C([N:8]1[CH2:14][C:13]2[CH:15]=[CH:16][CH:17]=[CH:18][C:12]=2[O:11][CH2:10][CH2:9]1)C1C=CC=CC=1. (3) Given the product [Cl:1][C:2]1[CH:7]=[C:6]([F:8])[C:5]([N+:10]([O-:12])=[O:11])=[CH:4][C:3]=1[CH3:9], predict the reactants needed to synthesize it. The reactants are: [Cl:1][C:2]1[CH:7]=[C:6]([F:8])[CH:5]=[CH:4][C:3]=1[CH3:9].[N+:10]([O-])([O-:12])=[O:11].[K+]. (4) Given the product [CH2:1]([C:3]1[CH2:4][CH2:5][CH2:6][C:7]2([CH3:18])[C:16]=1[CH2:15][CH2:14][C:13]1[CH:12]=[C:11]([OH:17])[CH:10]=[CH:9][C:8]2=1)[CH3:2], predict the reactants needed to synthesize it. The reactants are: [CH2:1]([C:3]1[C:4](=O)[CH2:5][CH2:6][C:7]2([CH3:18])[C:16]=1[CH2:15][CH2:14][C:13]1[C:8]2=[CH:9][CH:10]=[C:11]([OH:17])[CH:12]=1)[CH3:2]. (5) Given the product [CH:21]1([NH:24][C:25](=[O:43])[C:26]2[CH:31]=[C:30]([C:2]3[CH:3]=[C:4]4[C:9](=[CH:10][CH:11]=3)[C:8](=[O:12])[N:7]([CH2:13][C:14]([CH3:18])([CH3:17])[CH2:15][OH:16])[CH:6]=[C:5]4[CH:19]=[O:20])[C:29]([CH3:41])=[C:28]([F:42])[CH:27]=2)[CH2:22][CH2:23]1, predict the reactants needed to synthesize it. The reactants are: Br[C:2]1[CH:3]=[C:4]2[C:9](=[CH:10][CH:11]=1)[C:8](=[O:12])[N:7]([CH2:13][C:14]([CH3:18])([CH3:17])[CH2:15][OH:16])[CH:6]=[C:5]2[CH:19]=[O:20].[CH:21]1([NH:24][C:25](=[O:43])[C:26]2[CH:31]=[C:30](B3OC(C)(C)C(C)(C)O3)[C:29]([CH3:41])=[C:28]([F:42])[CH:27]=2)[CH2:23][CH2:22]1.C(=O)([O-])[O-].[K+].[K+]. (6) Given the product [CH2:22]([N:24]([CH2:25][CH3:26])[C:2]1[N:3]=[C:4]([NH:18][CH2:19][CH2:20][CH3:21])[C:5]2[N:6]=[C:7]([NH:16][CH3:17])[N:8]=[C:9]([NH:12][CH2:13][CH2:14][CH3:15])[C:10]=2[N:11]=1)[CH3:23], predict the reactants needed to synthesize it. The reactants are: Cl[C:2]1[N:3]=[C:4]([NH:18][CH2:19][CH2:20][CH3:21])[C:5]2[N:6]=[C:7]([NH:16][CH3:17])[N:8]=[C:9]([NH:12][CH2:13][CH2:14][CH3:15])[C:10]=2[N:11]=1.[CH2:22]([NH:24][CH2:25][CH3:26])[CH3:23].